From a dataset of Peptide-MHC class II binding affinity with 134,281 pairs from IEDB. Regression. Given a peptide amino acid sequence and an MHC pseudo amino acid sequence, predict their binding affinity value. This is MHC class II binding data. (1) The peptide sequence is PLMSSKFPELGMNPS. The MHC is DRB3_0202 with pseudo-sequence DRB3_0202. The binding affinity (normalized) is 0.232. (2) The peptide sequence is DLGRNEVVNDVSTFS. The MHC is DRB1_1602 with pseudo-sequence DRB1_1602. The binding affinity (normalized) is 0.187. (3) The peptide sequence is QKRGIVKENIIDLTKI. The MHC is DRB1_0405 with pseudo-sequence DRB1_0405. The binding affinity (normalized) is 0.430. (4) The peptide sequence is KASPVLAFPAGVCPT. The MHC is DRB1_1602 with pseudo-sequence DRB1_1602. The binding affinity (normalized) is 0.298. (5) The peptide sequence is INEPCAAAIAYGLDR. The MHC is HLA-DQA10102-DQB10602 with pseudo-sequence HLA-DQA10102-DQB10602. The binding affinity (normalized) is 0.671. (6) The peptide sequence is ISSMTIREFPRKDKSIMH. The MHC is DRB1_0101 with pseudo-sequence DRB1_0101. The binding affinity (normalized) is 0.